This data is from TCR-epitope binding with 47,182 pairs between 192 epitopes and 23,139 TCRs. The task is: Binary Classification. Given a T-cell receptor sequence (or CDR3 region) and an epitope sequence, predict whether binding occurs between them. (1) The epitope is NLSALGIFST. The TCR CDR3 sequence is CASSLNRPSPYNEQFF. Result: 0 (the TCR does not bind to the epitope). (2) The epitope is AMFWSVPTV. The TCR CDR3 sequence is CASSWTGFGLNTEAFF. Result: 1 (the TCR binds to the epitope). (3) The epitope is TLIGDCATV. The TCR CDR3 sequence is CASSLYGGWDEAFF. Result: 0 (the TCR does not bind to the epitope). (4) The epitope is CINGVCWTV. The TCR CDR3 sequence is CASSLYGTQETQYF. Result: 0 (the TCR does not bind to the epitope).